Dataset: Forward reaction prediction with 1.9M reactions from USPTO patents (1976-2016). Task: Predict the product of the given reaction. (1) Given the reactants [C:1]1([S:7]([N:10]2[C:14]3=[N:15][CH:16]=[C:17]([C:19]4[CH:24]=[CH:23][CH:22]=[CH:21][C:20]=4[O:25][C:26]4[CH:31]=[CH:30][CH:29]=[CH:28][CH:27]=4)[CH:18]=[C:13]3[C:12](I)=[CH:11]2)(=[O:9])=[O:8])[CH:6]=[CH:5][CH:4]=[CH:3][CH:2]=1.[Cl-].[Li+].[C:35]1(B(O)O)[CH:40]=[CH:39][CH:38]=[CH:37][CH:36]=1.C(=O)([O-])[O-].[Na+].[Na+], predict the reaction product. The product is: [C:1]1([S:7]([N:10]2[C:14]3=[N:15][CH:16]=[C:17]([C:19]4[CH:24]=[CH:23][CH:22]=[CH:21][C:20]=4[O:25][C:26]4[CH:31]=[CH:30][CH:29]=[CH:28][CH:27]=4)[CH:18]=[C:13]3[C:12]([C:35]3[CH:40]=[CH:39][CH:38]=[CH:37][CH:36]=3)=[CH:11]2)(=[O:9])=[O:8])[CH:6]=[CH:5][CH:4]=[CH:3][CH:2]=1. (2) Given the reactants [Br:1][C:2]1[C:3]([C:9]([CH3:12])([CH3:11])[CH3:10])=[N:4][N:5]([CH2:7]O)[CH:6]=1.S(Cl)([Cl:15])=O, predict the reaction product. The product is: [ClH:15].[Br:1][C:2]1[C:3]([C:9]([CH3:12])([CH3:11])[CH3:10])=[N:4][N:5]([CH2:7][Cl:15])[CH:6]=1. (3) Given the reactants [Cl:1][C:2]1[CH:7]=[CH:6][C:5]([C@H:8]2[CH2:13][CH2:12][C@H:11]([CH:14]=[O:15])[CH2:10][CH2:9]2)=[CH:4][CH:3]=1.ClC1C=CC([C@H]2CC[C@H](C(O)=O)CC2)=CC=1.CO.[S:34](S([O-])=O)([O-:37])(=[O:36])=[O:35].[Na+].[Na+], predict the reaction product. The product is: [S:34](=[O:35])([OH:37])[OH:36].[Cl:1][C:2]1[CH:3]=[CH:4][C:5]([C@H:8]2[CH2:9][CH2:10][C@H:11]([CH:14]=[O:15])[CH2:12][CH2:13]2)=[CH:6][CH:7]=1. (4) Given the reactants Cl.[NH:2]1[C:10]2[C:5](=[CH:6][C:7]([NH:11][C:12]3[C:13]4[CH:20]=[C:19]([C:21]5[CH2:22][CH2:23][NH:24][CH2:25][CH:26]=5)[NH:18][C:14]=4[N:15]=[CH:16][N:17]=3)=[CH:8][CH:9]=2)[CH:4]=[N:3]1.CCN(C(C)C)C(C)C.[F:36][C:37]([F:48])([F:47])[C:38](O[C:38](=[O:39])[C:37]([F:48])([F:47])[F:36])=[O:39], predict the reaction product. The product is: [F:36][C:37]([F:48])([F:47])[C:38]([N:24]1[CH2:23][CH:22]=[C:21]([C:19]2[NH:18][C:14]3[N:15]=[CH:16][N:17]=[C:12]([NH:11][C:7]4[CH:6]=[C:5]5[C:10](=[CH:9][CH:8]=4)[NH:2][N:3]=[CH:4]5)[C:13]=3[CH:20]=2)[CH2:26][CH2:25]1)=[O:39]. (5) Given the reactants [F:1][C:2]1[CH:10]=[CH:9][C:5]([C:6]([OH:8])=[O:7])=[C:4]([CH3:11])[CH:3]=1.C(OC(O[C:15]([CH3:18])([CH3:17])[CH3:16])=O)(O[C:15]([CH3:18])([CH3:17])[CH3:16])=O, predict the reaction product. The product is: [F:1][C:2]1[CH:10]=[CH:9][C:5]([C:6]([O:8][C:15]([CH3:18])([CH3:17])[CH3:16])=[O:7])=[C:4]([CH3:11])[CH:3]=1. (6) Given the reactants [F:1][C:2]1[CH:3]=[C:4]([CH:44]=[C:45]([F:47])[CH:46]=1)[CH2:5][C:6]1[CH:7]=[C:8]2[C:12](=[CH:13][CH:14]=1)[NH:11][N:10]=[C:9]2[NH:15][C:16]([C:18]1[CH:23]=[CH:22][C:21]([N:24]2[CH2:29][CH2:28][N:27](C(OC(C)(C)C)=O)[CH2:26][CH2:25]2)=[CH:20][C:19]=1[NH:37][CH:38]1[CH2:43][CH2:42][O:41][CH2:40][CH2:39]1)=[O:17].[C:48](Cl)(=[O:52])[O:49][CH2:50][CH3:51], predict the reaction product. The product is: [F:1][C:2]1[CH:3]=[C:4]([CH:44]=[C:45]([F:47])[CH:46]=1)[CH2:5][C:6]1[CH:7]=[C:8]2[C:12](=[CH:13][CH:14]=1)[N:11]([C:48]([O:49][CH2:50][CH3:51])=[O:52])[N:10]=[C:9]2[NH:15][C:16]([C:18]1[CH:23]=[CH:22][C:21]([N:24]2[CH2:29][CH2:28][NH:27][CH2:26][CH2:25]2)=[CH:20][C:19]=1[NH:37][CH:38]1[CH2:43][CH2:42][O:41][CH2:40][CH2:39]1)=[O:17]. (7) The product is: [CH3:1][O:2][C:3]1[CH:4]=[C:5]([C:9]2[NH:23][C:22](=[S:21])[N:11]([C:12]3[CH:17]=[CH:16][C:15]([O:18][CH3:19])=[CH:14][CH:13]=3)[CH:10]=2)[CH:6]=[CH:7][CH:8]=1. Given the reactants [CH3:1][O:2][C:3]1[CH:4]=[C:5]([C:9](=O)[CH2:10][NH:11][C:12]2[CH:17]=[CH:16][C:15]([O:18][CH3:19])=[CH:14][CH:13]=2)[CH:6]=[CH:7][CH:8]=1.[S-:21][C:22]#[N:23].[K+].Cl.O, predict the reaction product. (8) The product is: [ClH:27].[ClH:27].[CH2:36]([O:35][C:34]1[CH:33]=[CH:32][C:31]([C:43]2[CH:44]=[N:45][C:46]([NH:49][CH3:50])=[N:47][CH:48]=2)=[CH:30][C:29]=1[CH2:28][N:15]([CH:12]1[CH2:11][CH2:10][CH:9]([NH:8][CH3:1])[CH2:14][CH2:13]1)[C:16]([C:18]1[S:22][C:21]2[CH:23]=[CH:24][CH:25]=[CH:26][C:20]=2[C:19]=1[Cl:27])=[O:17])[CH3:37]. Given the reactants [C:1]([N:8](C)[CH:9]1[CH2:14][CH2:13][CH:12]([N:15]([CH2:28][C:29]2[CH:30]=[C:31](B(O)O)[CH:32]=[CH:33][C:34]=2[O:35][CH2:36][CH3:37])[C:16]([C:18]2[S:22][C:21]3[CH:23]=[CH:24][CH:25]=[CH:26][C:20]=3[C:19]=2[Cl:27])=[O:17])[CH2:11][CH2:10]1)(OC(C)(C)C)=O.Br[C:43]1[CH:44]=[N:45][C:46]([NH:49][CH3:50])=[N:47][CH:48]=1, predict the reaction product.